This data is from Serine/threonine kinase 33 screen with 319,792 compounds. The task is: Binary Classification. Given a drug SMILES string, predict its activity (active/inactive) in a high-throughput screening assay against a specified biological target. (1) The drug is O1C(CCC1)CN1C(=O)c2c(C1=O)ccc(c2)C(=O)Nc1nccc(c1)C. The result is 0 (inactive). (2) The molecule is O(c1ccc(cc1)C(=O)/C=C\Nc1cc(O)ccc1)C. The result is 0 (inactive). (3) The drug is S(=O)(=O)(N)c1ccc(CCNc2ncc(cc2)C(F)(F)F)cc1. The result is 0 (inactive). (4) The molecule is Brc1ccc(NS(=O)(=O)c2c3ncccc3ccc2)cc1. The result is 0 (inactive). (5) The molecule is O=C(N1CCN(CC1)Cc1cc2OCOc2cc1)C1CCN(CC1)C(=O)c1c(cccc1)C. The result is 0 (inactive).